From a dataset of Reaction yield outcomes from USPTO patents with 853,638 reactions. Predict the reaction yield, written as a fraction of the theoretical maximum amount of product (1.0 means a 100% yield; for example, 0.34 means a 34% yield). (1) The reactants are [C:1]([NH:8][C@:9]1([C:14]([OH:16])=[O:15])[CH2:11][C@H:10]1[CH:12]=[CH2:13])([O:3][C:4]([CH3:7])([CH3:6])[CH3:5])=[O:2].[N+](=C)=[N-].[CH3:20][CH2:21]OC(C)=O.[CH3:26]CCCCC. The catalyst is CCOCC.C([O-])(=O)C.[Pd+2].C([O-])(=O)C. The product is [CH2:20]([O:15][C:14]([C@@:9]1([NH:8][C:1]([O:3][C:4]([CH3:7])([CH3:6])[CH3:5])=[O:2])[CH2:11][C@H:10]1[CH:12]1[CH2:26][CH2:13]1)=[O:16])[CH3:21]. The yield is 0.780. (2) The reactants are [C:1]([C:3]1[CH:11]=[CH:10][C:6]([C:7](O)=O)=[CH:5][CH:4]=1)#[N:2].[CH3:12][N:13]([C:15]([NH2:17])=[S:16])[NH2:14].O=P(Cl)(Cl)Cl.C([O-])(O)=O.[Na+]. The catalyst is O1CCOCC1. The product is [CH:3]1([N:17]=[C:15]2[S:16][C:7]([C:6]3[CH:10]=[CH:11][C:3]([C:1]#[N:2])=[CH:4][CH:5]=3)=[N:14][N:13]2[CH3:12])[CH2:11][CH2:10][CH2:6][CH2:5][CH2:4]1. The yield is 0.420. (3) The reactants are [C@@H:1]12[CH2:7][N:6]([C:8]([O:10][C:11]([CH3:14])([CH3:13])[CH3:12])=[O:9])[C@@H:5]1[CH2:4][N:3](C(OCC1C=CC=CC=1)=O)[CH2:2]2. The catalyst is CO.[Pd]. The product is [C@@H:1]12[CH2:7][N:6]([C:8]([O:10][C:11]([CH3:14])([CH3:13])[CH3:12])=[O:9])[C@@H:5]1[CH2:4][NH:3][CH2:2]2. The yield is 0.920. (4) The reactants are Cl.[O:2]=[C:3]1[CH2:11][C:10]2[C:5](=C[CH:7]=[C:8](/[CH:12]=[CH:13]/[C:14]([OH:16])=O)[CH:9]=2)[NH:4]1.O.OC1C2N=N[NH:24]C=2C=CC=1.C(N(C(C)C)CC)(C)C.[CH3:37][C:38]1[NH:39][C:40]2[C:45]([C:46]=1[CH2:47][NH:48][CH3:49])=[CH:44][CH:43]=[CH:42][CH:41]=2.C(Cl)CCl. The product is [CH3:49][N:48]([CH2:47][C:46]1[C:45]2[C:40](=[CH:41][CH:42]=[CH:43][CH:44]=2)[NH:39][C:38]=1[CH3:37])[C:14](=[O:16])/[CH:13]=[CH:12]/[C:8]1[CH:9]=[C:10]2[CH2:11][C:3](=[O:2])[NH:4][C:5]2=[N:24][CH:7]=1. The catalyst is CN(C=O)C. The yield is 0.880. (5) The reactants are [CH3:1][C:2]1[CH:7]=[CH:6][C:5]([CH3:8])=[CH:4][N:3]=1.C1C=C(Cl)C=C(C(OO)=[O:17])C=1.[OH-].[Ca+2].[OH-]. The catalyst is C(Cl)(Cl)Cl. The product is [CH3:1][C:2]1[CH:7]=[CH:6][C:5]([CH3:8])=[CH:4][N+:3]=1[O-:17]. The yield is 0.971. (6) The reactants are [CH3:1][C:2](=[CH2:5])[CH2:3][NH2:4].C(N(CC)C(C)C)(C)C.Cl[CH2:16][CH2:17][S:18](Cl)(=[O:20])=[O:19]. The catalyst is C(Cl)Cl. The product is [CH3:5][C:2](=[CH2:1])[CH2:3][NH:4][S:18]([CH:17]=[CH2:16])(=[O:20])=[O:19]. The yield is 0.520. (7) The reactants are [C:1]([OH:14])(=[O:13])/[CH:2]=[CH:3]/[C:4]1[CH:12]=[CH:11][C:9]([OH:10])=[C:6]([O:7][CH3:8])[CH:5]=1.[C:15]1(P([C:16]2[CH:15]=CC=[CH:18][CH:17]=2)[C:16]2[CH:15]=CC=[CH:18][CH:17]=2)C=C[CH:18]=[CH:17][CH:16]=1.[Br:34]C(Br)(Br)Br. The catalyst is O1CCCC1. The product is [Br:34][CH2:18][CH2:17][CH2:16][CH2:15][O:13][C:1](=[O:14])/[CH:2]=[CH:3]/[C:4]1[CH:12]=[CH:11][C:9]([OH:10])=[C:6]([O:7][CH3:8])[CH:5]=1. The yield is 0.460. (8) The yield is 0.880. The catalyst is C(#N)C.C(OCC)(=O)C. The reactants are [CH:1]1([C:4]2[CH:9]=[CH:8][C:7]([OH:10])=[CH:6][CH:5]=2)[CH2:3][CH2:2]1.C1(C)C=CC(S(O[CH2:21][CH2:22][Cl:23])(=O)=O)=CC=1.C(=O)([O-])[O-].[K+].[K+]. The product is [Cl:23][CH2:22][CH2:21][O:10][C:7]1[CH:8]=[CH:9][C:4]([CH:1]2[CH2:3][CH2:2]2)=[CH:5][CH:6]=1.